This data is from Full USPTO retrosynthesis dataset with 1.9M reactions from patents (1976-2016). The task is: Predict the reactants needed to synthesize the given product. (1) The reactants are: [CH3:1][C:2]1[CH:3]=[C:4]([NH:7]C(=O)OC(C)(C)C)[S:5][CH:6]=1.[C:15]([OH:21])([C:17]([F:20])([F:19])[F:18])=[O:16]. Given the product [CH3:1][C:2]1[CH:3]=[C:4]([NH2:7])[S:5][CH:6]=1.[C:15]([OH:21])([C:17]([F:20])([F:19])[F:18])=[O:16], predict the reactants needed to synthesize it. (2) Given the product [CH2:1]([N:3]1[C:9](=[O:10])[C:8]([CH3:12])([CH3:11])[C:7](=[O:13])[N:6]([CH3:14])[C:5]2[CH:15]=[C:16]([CH2:19][CH2:20][CH2:21][OH:22])[CH:17]=[CH:18][C:4]1=2)[CH3:2], predict the reactants needed to synthesize it. The reactants are: [CH2:1]([N:3]1[C:9](=[O:10])[C:8]([CH3:12])([CH3:11])[C:7](=[O:13])[N:6]([CH3:14])[C:5]2[CH:15]=[C:16]([CH2:19][CH2:20][C:21](O)=[O:22])[CH:17]=[CH:18][C:4]1=2)[CH3:2].C(N(CC)CC)C.ClC(OCC)=O.[BH4-].[Na+]. (3) Given the product [Cl:20][C:21]1[CH:26]=[CH:25][C:24]([C:2]2[C:3]([CH3:19])=[N:4][N:5]([CH3:18])[C:6]=2[C:7]2[CH:17]=[CH:16][C:10]3[O:11][CH2:12][C:13](=[O:15])[NH:14][C:9]=3[CH:8]=2)=[CH:23][CH:22]=1, predict the reactants needed to synthesize it. The reactants are: Br[C:2]1[C:3]([CH3:19])=[N:4][N:5]([CH3:18])[C:6]=1[C:7]1[CH:17]=[CH:16][C:10]2[O:11][CH2:12][C:13](=[O:15])[NH:14][C:9]=2[CH:8]=1.[Cl:20][C:21]1[CH:26]=[CH:25][C:24](B(O)O)=[CH:23][CH:22]=1. (4) Given the product [CH:9]1[C:10]2[C:5](=[CH:4][CH:3]=[CH:2][CH:1]=2)[CH:6]=[CH:7][CH:8]=1, predict the reactants needed to synthesize it. The reactants are: [C:1]1(O)[C:10]2[C:5](=[CH:6][CH:7]=[CH:8][CH:9]=2)[CH:4]=[CH:3][CH:2]=1.C1C2C(=CC=CC=2)C=CC=1O.C1(O)C2C(=CC=CC=2)C(O)=CC=1.C1(=O)C2C(=CC=CC=2)C(=O)C=C1. (5) The reactants are: [Cl:1][C:2]1[CH:7]=[C:6]([C:8]([F:11])([F:10])[F:9])[CH:5]=[C:4]([Cl:12])[C:3]=1[N:13]1[C:17]([N:18]([CH2:20][CH2:21][OH:22])[CH3:19])=[C:16]([S:23]([C:26]([F:29])([F:28])[F:27])(=[O:25])=[O:24])[C:15]([C:30]#[N:31])=[N:14]1.[H-].[Na+].[C:34]1([CH3:44])[CH:39]=[CH:38][C:37]([S:40](Cl)(=[O:42])=[O:41])=[CH:36][CH:35]=1.[Cl-].[NH4+]. Given the product [Cl:12][C:4]1[CH:5]=[C:6]([C:8]([F:11])([F:10])[F:9])[CH:7]=[C:2]([Cl:1])[C:3]=1[N:13]1[C:17]([N:18]([CH3:19])[CH2:20][CH2:21][O:22][S:40]([C:37]2[CH:38]=[CH:39][C:34]([CH3:44])=[CH:35][CH:36]=2)(=[O:42])=[O:41])=[C:16]([S:23]([C:26]([F:29])([F:27])[F:28])(=[O:24])=[O:25])[C:15]([C:30]#[N:31])=[N:14]1, predict the reactants needed to synthesize it. (6) Given the product [CH2:1]([O:3][C:4]1[C:9](=[O:10])[NH:8][CH:7]=[C:6]([C:20]2[CH:25]=[CH:24][C:23]([CH2:26][C:27]([OH:29])=[O:28])=[C:22]([F:30])[CH:21]=2)[CH:5]=1)[CH3:2], predict the reactants needed to synthesize it. The reactants are: [CH2:1]([O:3][C:4]1[CH:5]=[C:6]([C:20]2[CH:25]=[CH:24][C:23]([CH2:26][C:27]([OH:29])=[O:28])=[C:22]([F:30])[CH:21]=2)[CH:7]=[N:8][C:9]=1[O:10]CC1C=CC(OC)=CC=1)[CH3:2]. (7) Given the product [OH:29][C:30]1[CH:38]=[CH:37][C:33]([C:34]([N:26]2[CH2:27][CH2:28][C:23]3([N:11]([CH3:10])[CH2:12][CH2:13][N:14]4[C:18]([C:19]([F:22])([F:20])[F:21])=[CH:17][CH:16]=[C:15]34)[CH2:24][CH2:25]2)=[O:35])=[CH:32][C:31]=1[O:39][CH3:40], predict the reactants needed to synthesize it. The reactants are: CN1CCOCC1.Cl.Cl.[CH3:10][N:11]1[C:23]2([CH2:28][CH2:27][NH:26][CH2:25][CH2:24]2)[C:15]2=[CH:16][CH:17]=[C:18]([C:19]([F:22])([F:21])[F:20])[N:14]2[CH2:13][CH2:12]1.[OH:29][C:30]1[CH:38]=[CH:37][C:33]([C:34](O)=[O:35])=[CH:32][C:31]=1[O:39][CH3:40].CCN=C=NCCCN(C)C.C1C=CC2N(O)N=NC=2C=1. (8) The reactants are: C([Mg:4]Cl)(C)C.Br[CH2:7][C@@H:8]([CH3:11])[CH2:9][OH:10].[Mg].[Cl:13][C:14]1[CH:19]=[CH:18][C:17]([C:20]2([C:24]#[N:25])[CH2:23][CH2:22][CH2:21]2)=[CH:16][CH:15]=1. Given the product [Mg:4].[NH:25]=[C:24]([C:20]1([C:17]2[CH:16]=[CH:15][C:14]([Cl:13])=[CH:19][CH:18]=2)[CH2:21][CH2:22][CH2:23]1)[CH2:7][C@@H:8]([CH3:11])[CH2:9][OH:10], predict the reactants needed to synthesize it. (9) Given the product [CH3:15][O:14][C:11]1[CH:12]=[CH:13][C:8]([N:5]2[CH2:4][CH2:3][N:2]([CH3:1])[CH2:7][CH2:6]2)=[CH:9][C:10]=1[NH2:16], predict the reactants needed to synthesize it. The reactants are: [CH3:1][N:2]1[CH2:7][CH2:6][N:5]([C:8]2[CH:13]=[CH:12][C:11]([O:14][CH3:15])=[C:10]([N+:16]([O-])=O)[CH:9]=2)[CH2:4][CH2:3]1.